Task: Regression. Given two drug SMILES strings and cell line genomic features, predict the synergy score measuring deviation from expected non-interaction effect.. Dataset: NCI-60 drug combinations with 297,098 pairs across 59 cell lines (1) Drug 2: C1=CC=C(C(=C1)C(C2=CC=C(C=C2)Cl)C(Cl)Cl)Cl. Synergy scores: CSS=-6.36, Synergy_ZIP=11.1, Synergy_Bliss=3.58, Synergy_Loewe=-1.18, Synergy_HSA=-2.70. Drug 1: C1=CC=C(C=C1)NC(=O)CCCCCCC(=O)NO. Cell line: EKVX. (2) Drug 1: C1CCC(C1)C(CC#N)N2C=C(C=N2)C3=C4C=CNC4=NC=N3. Drug 2: CC1=C(C=C(C=C1)NC(=O)C2=CC=C(C=C2)CN3CCN(CC3)C)NC4=NC=CC(=N4)C5=CN=CC=C5. Cell line: MALME-3M. Synergy scores: CSS=-0.0345, Synergy_ZIP=1.19, Synergy_Bliss=0.682, Synergy_Loewe=-2.93, Synergy_HSA=-2.19. (3) Drug 1: CC1CCC2CC(C(=CC=CC=CC(CC(C(=O)C(C(C(=CC(C(=O)CC(OC(=O)C3CCCCN3C(=O)C(=O)C1(O2)O)C(C)CC4CCC(C(C4)OC)O)C)C)O)OC)C)C)C)OC. Drug 2: CCC1(CC2CC(C3=C(CCN(C2)C1)C4=CC=CC=C4N3)(C5=C(C=C6C(=C5)C78CCN9C7C(C=CC9)(C(C(C8N6C)(C(=O)OC)O)OC(=O)C)CC)OC)C(=O)OC)O.OS(=O)(=O)O. Cell line: IGROV1. Synergy scores: CSS=-2.53, Synergy_ZIP=-0.549, Synergy_Bliss=-1.38, Synergy_Loewe=-6.59, Synergy_HSA=-2.87. (4) Drug 1: CN1CCC(CC1)COC2=C(C=C3C(=C2)N=CN=C3NC4=C(C=C(C=C4)Br)F)OC. Drug 2: C1CCC(C1)C(CC#N)N2C=C(C=N2)C3=C4C=CNC4=NC=N3. Cell line: MDA-MB-231. Synergy scores: CSS=18.4, Synergy_ZIP=-3.32, Synergy_Bliss=5.14, Synergy_Loewe=5.29, Synergy_HSA=6.13. (5) Drug 1: CC1=C(C(CCC1)(C)C)C=CC(=CC=CC(=CC(=O)O)C)C. Drug 2: CN1C2=C(C=C(C=C2)N(CCCl)CCCl)N=C1CCCC(=O)O.Cl. Cell line: HCT116. Synergy scores: CSS=-5.14, Synergy_ZIP=1.10, Synergy_Bliss=-2.49, Synergy_Loewe=-4.37, Synergy_HSA=-6.28. (6) Synergy scores: CSS=21.8, Synergy_ZIP=-3.04, Synergy_Bliss=5.94, Synergy_Loewe=-14.4, Synergy_HSA=2.67. Drug 1: CC1=C(N=C(N=C1N)C(CC(=O)N)NCC(C(=O)N)N)C(=O)NC(C(C2=CN=CN2)OC3C(C(C(C(O3)CO)O)O)OC4C(C(C(C(O4)CO)O)OC(=O)N)O)C(=O)NC(C)C(C(C)C(=O)NC(C(C)O)C(=O)NCCC5=NC(=CS5)C6=NC(=CS6)C(=O)NCCC[S+](C)C)O. Drug 2: CN1C2=C(C=C(C=C2)N(CCCl)CCCl)N=C1CCCC(=O)O.Cl. Cell line: BT-549. (7) Drug 1: CC(C1=C(C=CC(=C1Cl)F)Cl)OC2=C(N=CC(=C2)C3=CN(N=C3)C4CCNCC4)N. Drug 2: C1=NC2=C(N=C(N=C2N1C3C(C(C(O3)CO)O)F)Cl)N. Cell line: SK-MEL-28. Synergy scores: CSS=8.18, Synergy_ZIP=-1.86, Synergy_Bliss=-0.0641, Synergy_Loewe=-11.2, Synergy_HSA=-3.34. (8) Drug 1: CN1C(=O)N2C=NC(=C2N=N1)C(=O)N. Drug 2: C1C(C(OC1N2C=NC3=C2NC=NCC3O)CO)O. Cell line: MOLT-4. Synergy scores: CSS=1.84, Synergy_ZIP=0.0215, Synergy_Bliss=0.527, Synergy_Loewe=4.18, Synergy_HSA=-0.375. (9) Drug 1: CCN(CC)CCNC(=O)C1=C(NC(=C1C)C=C2C3=C(C=CC(=C3)F)NC2=O)C. Cell line: M14. Drug 2: C(CN)CNCCSP(=O)(O)O. Synergy scores: CSS=12.3, Synergy_ZIP=-3.88, Synergy_Bliss=-2.80, Synergy_Loewe=-71.6, Synergy_HSA=-3.07.